From a dataset of hERG Central: cardiac toxicity at 1µM, 10µM, and general inhibition. Predict hERG channel inhibition at various concentrations. (1) The molecule is COCCn1cnc2c1c(=O)n(CC(=O)OCC(=O)NCCCc1ccccc1)c(=O)n2Cc1ccccc1. Results: hERG_inhib (hERG inhibition (general)): blocker. (2) The compound is Cc1cccn2c(=O)c(C=O)c(N3CCN(c4ccccc4)CC3)nc12. Results: hERG_inhib (hERG inhibition (general)): blocker.